Dataset: Full USPTO retrosynthesis dataset with 1.9M reactions from patents (1976-2016). Task: Predict the reactants needed to synthesize the given product. (1) Given the product [CH2:11]([NH:18][C:2]1[C:7]2[N:8]=[CH:9][NH:10][C:6]=2[CH:5]=[CH:4][N:3]=1)[C:12]1[CH:17]=[CH:16][CH:15]=[CH:14][CH:13]=1, predict the reactants needed to synthesize it. The reactants are: Cl[C:2]1[C:7]2[N:8]=[CH:9][NH:10][C:6]=2[CH:5]=[CH:4][N:3]=1.[CH2:11]([NH2:18])[C:12]1[CH:17]=[CH:16][CH:15]=[CH:14][CH:13]=1. (2) Given the product [NH2:1][C:2]1[C:3]2[N:4]([C:8]([C@@H:12]3[CH2:16][CH2:15][CH2:14][NH:13]3)=[N:9][C:10]=2[C:39]2[CH:40]=[CH:41][C:36]([C:35]([NH:34][C:30]3[CH:29]=[C:28]([CH3:27])[CH:33]=[CH:32][N:31]=3)=[O:51])=[CH:37][CH:38]=2)[CH:5]=[CH:6][N:7]=1, predict the reactants needed to synthesize it. The reactants are: [NH2:1][C:2]1[C:3]2[N:4]([C:8]([C@@H:12]3[CH2:16][CH2:15][CH2:14][N:13]3C(OCC3C=CC=CC=3)=O)=[N:9][C:10]=2Br)[CH:5]=[CH:6][N:7]=1.[CH3:27][C:28]1[CH:33]=[CH:32][N:31]=[C:30]([NH:34][C:35](=[O:51])[C:36]2[CH:41]=[CH:40][C:39](B3OC(C)(C)C(C)(C)O3)=[CH:38][CH:37]=2)[CH:29]=1.